This data is from Forward reaction prediction with 1.9M reactions from USPTO patents (1976-2016). The task is: Predict the product of the given reaction. Given the reactants [C:1]([O:4][CH2:5][C:6]1[N:7]([CH2:19][C:20]([F:23])([CH3:22])[CH3:21])[C:8]2[C:17]3[N:16]=[CH:15][CH:14]=[CH:13][C:12]=3[N:11]=[CH:10][C:9]=2[N:18]=1)(=[O:3])[CH3:2].ClC1C=C(C=CC=1)C(OO)=[O:29].C([O-])([O-])=O.[Na+].[Na+], predict the reaction product. The product is: [C:1]([O:4][CH2:5][C:6]1[N:7]([CH2:19][C:20]([F:23])([CH3:22])[CH3:21])[C:8]2[C:17]3[N:16]=[CH:15][CH:14]=[CH:13][C:12]=3[N+:11]([O-:29])=[CH:10][C:9]=2[N:18]=1)(=[O:3])[CH3:2].